From a dataset of Forward reaction prediction with 1.9M reactions from USPTO patents (1976-2016). Predict the product of the given reaction. (1) Given the reactants B([O-])[O-].Br[C:5]1[CH:10]=[CH:9][C:8]([C@@H:11]2[C@@H:13]([C:14]3[CH:19]=[CH:18][CH:17]=[CH:16][CH:15]=3)[C@H:12]2[C:20]([O:22][CH3:23])=[O:21])=[CH:7][CH:6]=1.Br[C:25]1[N:30]=[CH:29][C:28]([CH:31]2[CH2:33][CH2:32]2)=[CH:27][N:26]=1, predict the reaction product. The product is: [CH3:23][O:22][C:20]([C@@H:12]1[C@H:13]([C:14]2[CH:19]=[CH:18][CH:17]=[CH:16][CH:15]=2)[C@H:11]1[C:8]1[CH:9]=[CH:10][C:5]([C:25]2[N:30]=[CH:29][C:28]([CH:31]3[CH2:33][CH2:32]3)=[CH:27][N:26]=2)=[CH:6][CH:7]=1)=[O:21]. (2) Given the reactants [Br:1][C:2]1[CH:25]=[C:5]2[N:6]=[C:7]([CH3:24])[C:8]([CH:18]([OH:23])[C:19]([O:21][CH3:22])=[O:20])=[C:9]([N:10]3[CH2:15][CH2:14][C:13]([CH3:17])([CH3:16])[CH2:12][CH2:11]3)[N:4]2[N:3]=1.CC(OI1(OC(C)=O)(OC(C)=O)OC(=O)C2C=CC=CC1=2)=O, predict the reaction product. The product is: [Br:1][C:2]1[CH:25]=[C:5]2[N:6]=[C:7]([CH3:24])[C:8]([C:18](=[O:23])[C:19]([O:21][CH3:22])=[O:20])=[C:9]([N:10]3[CH2:15][CH2:14][C:13]([CH3:17])([CH3:16])[CH2:12][CH2:11]3)[N:4]2[N:3]=1. (3) Given the reactants O=P(Cl)(Cl)Cl.[Cl:6][C:7]1[N:8]=[C:9]([C:24]2[CH:25]=[N:26][CH:27]=[C:28]([Cl:30])[CH:29]=2)[C:10]2[N:15]([CH2:16][C@H:17]3[CH2:22][CH2:21][C@H:20]([CH3:23])[CH2:19][CH2:18]3)[CH:14]=[CH:13][C:11]=2[N:12]=1.CN([CH:34]=[O:35])C, predict the reaction product. The product is: [Cl:6][C:7]1[N:8]=[C:9]([C:24]2[CH:25]=[N:26][CH:27]=[C:28]([Cl:30])[CH:29]=2)[C:10]2[N:15]([CH2:16][C@H:17]3[CH2:18][CH2:19][C@H:20]([CH3:23])[CH2:21][CH2:22]3)[CH:14]=[C:13]([CH:34]=[O:35])[C:11]=2[N:12]=1.